This data is from Forward reaction prediction with 1.9M reactions from USPTO patents (1976-2016). The task is: Predict the product of the given reaction. (1) The product is: [C:17]([O:16][C:14]([N:11]1[CH2:12][CH2:13][C:8]([C:4]2[CH:5]=[CH:6][CH:7]=[C:2]([Cl:1])[CH:3]=2)([C:21]([OH:41])=[O:24])[CH2:9][CH2:10]1)=[O:15])([CH3:20])([CH3:19])[CH3:18]. Given the reactants [Cl:1][C:2]1[CH:3]=[C:4]([C:8]2([C:21]#N)[CH2:13][CH2:12][N:11]([C:14]([O:16][C:17]([CH3:20])([CH3:19])[CH3:18])=[O:15])[CH2:10][CH2:9]2)[CH:5]=[CH:6][CH:7]=1.Cl.[OH-:24].[Na+].CC(OC(OC(OC(C)(C)C)=O)=O)(C)C.[OH2:41], predict the reaction product. (2) Given the reactants [Mg].BrCCCCOCC1C=CC=CC=1.[Cu](C#N)C#N.F[C:21]1[CH:26]=[CH:25][C:24]([CH:27]([O:31][CH:32]([C:36]2[CH:41]=[CH:40][C:39](F)=[CH:38][CH:37]=2)C2OC2)C2OC2)=[CH:23][CH:22]=1, predict the reaction product. The product is: [CH2:27]([O:31][CH2:32][CH2:36][CH2:37][CH2:38][CH2:39][CH2:40][CH3:41])[C:24]1[CH:25]=[CH:26][CH:21]=[CH:22][CH:23]=1. (3) The product is: [CH:20]1([S:25][C:26]2[CH:33]=[CH:32][CH:31]=[CH:30][C:27]=2/[CH:28]=[CH:10]/[C:9]([NH:8][CH:3]2[CH2:4][CH2:5][CH2:6][CH2:7][CH:2]2[OH:1])=[O:19])[CH2:24][CH2:23][CH2:22][CH2:21]1. Given the reactants [OH:1][CH:2]1[CH2:7][CH2:6][CH2:5][CH2:4][CH:3]1[NH:8][C:9](=[O:19])[CH2:10]P(=O)(OCC)OCC.[CH:20]1([S:25][C:26]2[CH:33]=[CH:32][CH:31]=[CH:30][C:27]=2[CH:28]=O)[CH2:24][CH2:23][CH2:22][CH2:21]1, predict the reaction product. (4) Given the reactants [CH3:1][C:2]1[CH:7]=[CH:6][C:5]([OH:8])=[CH:4][C:3]=1[N+:9]([O-:11])=[O:10].Cl[CH2:13][CH2:14][N:15]1[CH2:20][CH2:19][O:18][CH2:17][CH2:16]1.C([O-])([O-])=O.[Cs+].[Cs+].[Na+].[I-], predict the reaction product. The product is: [CH3:1][C:2]1[CH:7]=[CH:6][C:5]([O:8][CH2:13][CH2:14][N:15]2[CH2:20][CH2:19][O:18][CH2:17][CH2:16]2)=[CH:4][C:3]=1[N+:9]([O-:11])=[O:10].